This data is from Catalyst prediction with 721,799 reactions and 888 catalyst types from USPTO. The task is: Predict which catalyst facilitates the given reaction. (1) Reactant: [F:1][C:2]1[CH:3]=[CH:4][C:5]2[N:6]([C:8]([C:11]3[N:16]=[C:15]4[N:17]([CH:21]5[CH2:26][CH2:25][N:24](C(OC(C)(C)C)=O)[CH2:23][CH2:22]5)[C:18](=[O:20])[NH:19][C:14]4=[CH:13][CH:12]=3)=[CH:9][N:10]=2)[CH:7]=1. Product: [F:1][C:2]1[CH:3]=[CH:4][C:5]2[N:6]([C:8]([C:11]3[N:16]=[C:15]4[N:17]([CH:21]5[CH2:26][CH2:25][NH:24][CH2:23][CH2:22]5)[C:18](=[O:20])[NH:19][C:14]4=[CH:13][CH:12]=3)=[CH:9][N:10]=2)[CH:7]=1. The catalyst class is: 33. (2) Reactant: [OH:1][CH2:2][C:3]1[CH:8]=[CH:7][C:6]([S:9]([CH3:12])(=[O:11])=[O:10])=[CH:5][C:4]=1[OH:13].[Br:14][CH2:15][CH:16](OC)OC.C1COCC1.OS(O)(=O)=O. Product: [Br:14][CH2:15][CH:16]1[O:13][C:4]2[CH:5]=[C:6]([S:9]([CH3:12])(=[O:10])=[O:11])[CH:7]=[CH:8][C:3]=2[CH2:2][O:1]1. The catalyst class is: 238. (3) Reactant: [F:1][CH:2]([F:32])[C:3]1[N:7]([C:8]2[N:13]=[C:12]([N:14]3[CH2:19][CH2:18][O:17][CH2:16][CH2:15]3)[N:11]=[C:10]([NH:20][C@H:21]3[CH2:26][CH2:25][C@H:24]([NH2:27])[CH2:23][CH2:22]3)[N:9]=2)[C:6]2[CH:28]=[CH:29][CH:30]=[CH:31][C:5]=2[N:4]=1.[CH3:33][N:34]=[C:35]=[O:36]. Product: [F:32][CH:2]([F:1])[C:3]1[N:7]([C:8]2[N:13]=[C:12]([N:14]3[CH2:15][CH2:16][O:17][CH2:18][CH2:19]3)[N:11]=[C:10]([NH:20][C@H:21]3[CH2:22][CH2:23][C@H:24]([NH:27][C:35]([NH:34][CH3:33])=[O:36])[CH2:25][CH2:26]3)[N:9]=2)[C:6]2[CH:28]=[CH:29][CH:30]=[CH:31][C:5]=2[N:4]=1. The catalyst class is: 4. (4) Reactant: Br[C:2]1[CH:7]=[CH:6][C:5]([N:8]2[C:12]([CH2:13][C@@H:14]3[CH2:18][CH2:17][N:16]([C:19]([CH:21]4[CH2:23][CH2:22]4)=[O:20])[CH2:15]3)=[N:11][NH:10][C:9]2=[O:24])=[C:4]([CH3:25])[CH:3]=1.[NH:26]1[C:34]2[C:29](=[CH:30][CH:31]=[C:32](B(O)O)[CH:33]=2)[CH:28]=[CH:27]1.C([O-])([O-])=O.[K+].[K+].O1CCOCC1. Product: [CH:21]1([C:19]([N:16]2[CH2:17][CH2:18][C@@H:14]([CH2:13][C:12]3[N:8]([C:5]4[CH:6]=[CH:7][C:2]([C:32]5[CH:33]=[C:34]6[C:29]([CH:28]=[CH:27][NH:26]6)=[CH:30][CH:31]=5)=[CH:3][C:4]=4[CH3:25])[C:9](=[O:24])[NH:10][N:11]=3)[CH2:15]2)=[O:20])[CH2:23][CH2:22]1. The catalyst class is: 263. (5) Reactant: [NH2:1][C:2]1[C:7]2=[CH:8][CH:9]=[C:10]([CH2:11][CH2:12][CH2:13][CH2:14][OH:15])[N:6]2[N:5]=[CH:4][N:3]=1.[Br:16]N1C(C)(C)C(=O)N(Br)C1=O. Product: [NH2:1][C:2]1[C:7]2=[C:8]([Br:16])[CH:9]=[C:10]([CH2:11][CH2:12][CH2:13][CH2:14][OH:15])[N:6]2[N:5]=[CH:4][N:3]=1. The catalyst class is: 7. (6) Reactant: [CH:1]([C:3]1[CH:8]=[CH:7][C:6]([CH2:9][N:10]2[CH2:15][CH2:14][N:13]([C:16]3[C:21]([C:22]([O:24][CH:25]([CH3:27])[CH3:26])=[O:23])=[CH:20][CH:19]=[CH:18][N:17]=3)[CH2:12][CH2:11]2)=[CH:5][CH:4]=1)=O.[F:28][C:29]1[CH:36]=[CH:35][CH:34]=[CH:33][C:30]=1[CH2:31][NH2:32].C(O)(=O)C.C([BH3-])#N.[Na+]. Product: [CH3:27][CH:25]([O:24][C:22]([C:21]1[C:16]([N:13]2[CH2:12][CH2:11][N:10]([CH2:9][C:6]3[CH:7]=[CH:8][C:3]([CH2:1][NH:32][CH2:31][C:30]4[CH:33]=[CH:34][CH:35]=[CH:36][C:29]=4[F:28])=[CH:4][CH:5]=3)[CH2:15][CH2:14]2)=[N:17][CH:18]=[CH:19][CH:20]=1)=[O:23])[CH3:26]. The catalyst class is: 5. (7) Reactant: [N:1]1([C:7]2[CH:12]=[CH:11][C:10]([NH:13][C:14]([C:16]3[CH2:21][CH2:20][CH2:19][CH2:18][C:17]=3[C:22]3[CH:27]=[CH:26][C:25]([C:28]([F:31])([F:30])[F:29])=[CH:24][CH:23]=3)=[O:15])=[CH:9][CH:8]=2)[CH2:6][CH2:5][NH:4][CH2:3][CH2:2]1.[C:32]([O:36][C:37]([NH:39][C:40]1[N:45]=[C:44]([CH2:46][C:47](O)=[O:48])[CH:43]=[CH:42][CH:41]=1)=[O:38])([CH3:35])([CH3:34])[CH3:33].ON1C2C=CC=CC=2N=N1.Cl.CN(C)CCCN=C=NCC. Product: [O:48]=[C:47]([N:4]1[CH2:5][CH2:6][N:1]([C:7]2[CH:8]=[CH:9][C:10]([NH:13][C:14]([C:16]3[CH2:21][CH2:20][CH2:19][CH2:18][C:17]=3[C:22]3[CH:23]=[CH:24][C:25]([C:28]([F:29])([F:31])[F:30])=[CH:26][CH:27]=3)=[O:15])=[CH:11][CH:12]=2)[CH2:2][CH2:3]1)[CH2:46][C:44]1[N:45]=[C:40]([NH:39][C:37](=[O:38])[O:36][C:32]([CH3:34])([CH3:33])[CH3:35])[CH:41]=[CH:42][CH:43]=1. The catalyst class is: 289. (8) Reactant: [CH3:1][C:2]1[CH:3]=[C:4]([CH:12]2[CH2:17][CH:16]([C:18]([O:20]C)=[O:19])[CH2:15][CH2:14][N:13]2[C:22]([O:24][CH3:25])=[O:23])[CH:5]=[CH:6][C:7]=1[C:8]([F:11])([F:10])[F:9].[Br-].[Li+].C(N(CC)CC)C.CC(OC)(C)C. Product: [CH3:25][O:24][C:22]([N:13]1[CH2:14][CH2:15][CH:16]([C:18]([OH:20])=[O:19])[CH2:17][CH:12]1[C:4]1[CH:5]=[CH:6][C:7]([C:8]([F:11])([F:9])[F:10])=[C:2]([CH3:1])[CH:3]=1)=[O:23]. The catalyst class is: 47. (9) Reactant: Cl[CH2:2][CH2:3][O:4][C:5]1[CH:14]=[C:13]2[C:8]([C:9]([CH3:28])=[CH:10][N:11]([C:16]3[CH:17]=[C:18]([CH:24]=[CH:25][C:26]=3[CH3:27])[C:19]([NH:21][CH2:22][CH3:23])=[O:20])[C:12]2=[O:15])=[CH:7][CH:6]=1.[I-].[K+].[CH3:31][NH:32][CH:33]([CH3:35])[CH3:34]. Product: [CH2:22]([NH:21][C:19](=[O:20])[C:18]1[CH:24]=[CH:25][C:26]([CH3:27])=[C:16]([N:11]2[CH:10]=[C:9]([CH3:28])[C:8]3[C:13](=[CH:14][C:5]([O:4][CH2:3][CH2:2][N:32]([CH:33]([CH3:35])[CH3:34])[CH3:31])=[CH:6][CH:7]=3)[C:12]2=[O:15])[CH:17]=1)[CH3:23]. The catalyst class is: 566.